This data is from Full USPTO retrosynthesis dataset with 1.9M reactions from patents (1976-2016). The task is: Predict the reactants needed to synthesize the given product. (1) Given the product [CH3:19][O:18][C@@H:5]([CH2:6][C:7]1[CH:8]=[CH:9][C:10]([O:13][CH2:14][CH2:15][CH2:16][O:31][C:21]2[C:30]3[C:25](=[CH:26][CH:27]=[CH:28][CH:29]=3)[CH:24]=[CH:23][CH:22]=2)=[CH:11][CH:12]=1)[C:4]([OH:3])=[O:20], predict the reactants needed to synthesize it. The reactants are: C([O:3][C:4](=[O:20])[C@@H:5]([O:18][CH3:19])[CH2:6][C:7]1[CH:12]=[CH:11][C:10]([O:13][CH2:14][CH2:15][CH2:16]Br)=[CH:9][CH:8]=1)C.[C:21]1([OH:31])[C:30]2[C:25](=[CH:26][CH:27]=[CH:28][CH:29]=2)[CH:24]=[CH:23][CH:22]=1.[OH-].[Na+]. (2) The reactants are: CS(C)=O.[BrH:5].[CH3:6][C:7]1[CH:15]=[C:14]([C:16]([NH:18][C:19]2[CH:24]=[CH:23][CH:22]=[C:21]([C:25]3[C:34]4[C:29](=[CH:30][C:31]([O:37][CH3:38])=[C:32]([O:35][CH3:36])[CH:33]=4)[N:28]=[C:27]([NH:39][CH3:40])[N:26]=3)[CH:20]=2)=[O:17])[CH:13]=[CH:12][C:8]=1[C:9]([OH:11])=[O:10]. Given the product [BrH:5].[CH3:6][C:7]1[CH:15]=[C:14]([C:16]([NH:18][C:19]2[CH:24]=[CH:23][CH:22]=[C:21]([C:25]3[C:34]4[C:29](=[CH:30][C:31]([O:37][CH3:38])=[C:32]([O:35][CH3:36])[CH:33]=4)[N:28]=[C:27]([NH:39][CH3:40])[N:26]=3)[CH:20]=2)=[O:17])[CH:13]=[CH:12][C:8]=1[C:9]([OH:11])=[O:10], predict the reactants needed to synthesize it. (3) The reactants are: Br[C:2]1[CH:7]=[CH:6][C:5]([C:8]2[CH:13]=[CH:12][C:11]([F:14])=[CH:10][CH:9]=2)=[CH:4][CH:3]=1.[F:14][C:11]1[CH:10]=[CH:9][C:8]([C:5]2[CH:4]=[CH:3][C:2](N3CCNCC3)=[CH:7][CH:6]=2)=[CH:13][CH:12]=1.[C:34]([O:38][C:39]([N:41]1[CH2:46][CH2:45][NH:44][CH2:43][CH2:42]1)=[O:40])([CH3:37])([CH3:36])[CH3:35].CC(C)([O-])C.[Na+].C1(C)C=CC=CC=1. Given the product [F:14][C:11]1[CH:12]=[CH:13][C:8]([C:5]2[CH:6]=[CH:7][C:2]([N:44]3[CH2:43][CH2:42][N:41]([C:39]([O:38][C:34]([CH3:37])([CH3:36])[CH3:35])=[O:40])[CH2:46][CH2:45]3)=[CH:3][CH:4]=2)=[CH:9][CH:10]=1, predict the reactants needed to synthesize it. (4) Given the product [C:1]1([C:7]2[N:8]=[CH:9][C:10]([C:13]([N:15]3[CH2:20][CH2:19][NH:18][CH2:17][CH2:16]3)=[O:14])=[CH:11][N:12]=2)[CH:2]=[CH:3][CH:4]=[CH:5][CH:6]=1, predict the reactants needed to synthesize it. The reactants are: [C:1]1([C:7]2[N:12]=[CH:11][C:10]([C:13]([N:15]3[CH2:20][CH2:19][N:18](C(OC(C)(C)C)=O)[CH2:17][CH2:16]3)=[O:14])=[CH:9][N:8]=2)[CH:6]=[CH:5][CH:4]=[CH:3][CH:2]=1.FC(F)(F)C(O)=O. (5) The reactants are: [CH3:1][O:2][CH:3]([O:7][CH3:8])[C:4]([CH3:6])=O.[CH2:9]([SH:16])[C:10]1[CH:15]=[CH:14][CH:13]=[CH:12][CH:11]=1.[N+:17]([CH3:20])([O-:19])=[O:18].C(N)CN. Given the product [CH3:1][O:2][CH:3]([O:7][CH3:8])[C:4]([S:16][CH2:9][C:10]1[CH:15]=[CH:14][CH:13]=[CH:12][CH:11]=1)([CH3:6])[CH2:20][N+:17]([O-:19])=[O:18], predict the reactants needed to synthesize it. (6) Given the product [CH3:11][NH:12][CH2:7][CH:6]([OH:8])[C:5]1[CH:9]=[CH:10][C:2]([CH3:1])=[CH:3][CH:4]=1, predict the reactants needed to synthesize it. The reactants are: [CH3:1][C:2]1[CH:10]=[CH:9][C:5]([CH:6]2[O:8][CH2:7]2)=[CH:4][CH:3]=1.[CH3:11][NH2:12]. (7) Given the product [Br:7][CH2:8][CH2:9][CH2:10][N:1]1[CH2:6][CH2:5][CH2:4][CH2:3][CH2:2]1, predict the reactants needed to synthesize it. The reactants are: [NH:1]1[CH2:6][CH2:5][CH2:4][CH2:3][CH2:2]1.[Br:7][CH2:8][CH2:9][CH2:10]Br.C(=O)([O-])[O-].[Na+].[Na+].